This data is from Catalyst prediction with 721,799 reactions and 888 catalyst types from USPTO. The task is: Predict which catalyst facilitates the given reaction. (1) Reactant: Cl[CH2:2][C:3]([N:5]1[CH2:10][CH2:9][N:8]([C:11]2[CH:16]=[CH:15][C:14]([Cl:17])=[C:13]([O:18][CH3:19])[CH:12]=2)[CH2:7][CH2:6]1)=[O:4].[F:20][C:21]1[CH:30]=[CH:29][C:24]2[NH:25][C:26](=[O:28])[O:27][C:23]=2[CH:22]=1.C([O-])([O-])=O.[K+].[K+]. Product: [F:20][C:21]1[CH:30]=[CH:29][C:24]2[N:25]([CH2:2][C:3]([N:5]3[CH2:10][CH2:9][N:8]([C:11]4[CH:16]=[CH:15][C:14]([Cl:17])=[C:13]([O:18][CH3:19])[CH:12]=4)[CH2:7][CH2:6]3)=[O:4])[C:26](=[O:28])[O:27][C:23]=2[CH:22]=1. The catalyst class is: 37. (2) Reactant: Cl.[CH3:2][O:3][C:4](=[O:24])[CH2:5][C@H:6]1[CH2:11][CH2:10][C@H:9]([C:12]2[CH:17]=[CH:16][C:15]([NH:18][C:19](=[O:23])[CH2:20][CH2:21][NH2:22])=[CH:14][CH:13]=2)[CH2:8][CH2:7]1.CCN=C=NCCCN(C)C.[F:36][C:37]([F:57])([F:56])[C:38]1[O:42][C:41]([C:43]2[CH:48]=[CH:47][CH:46]=[CH:45][C:44]=2[C:49]([F:52])([F:51])[F:50])=[N:40][C:39]=1[C:53](O)=[O:54].C1C=CC2N(O)N=NC=2C=1.C(N(C(C)C)C(C)C)C.C([O-])(O)=O.[Na+]. Product: [CH3:2][O:3][C:4](=[O:24])[CH2:5][C@H:6]1[CH2:7][CH2:8][C@H:9]([C:12]2[CH:13]=[CH:14][C:15]([NH:18][C:19](=[O:23])[CH2:20][CH2:21][NH:22][C:53]([C:39]3[N:40]=[C:41]([C:43]4[CH:48]=[CH:47][CH:46]=[CH:45][C:44]=4[C:49]([F:51])([F:50])[F:52])[O:42][C:38]=3[C:37]([F:36])([F:56])[F:57])=[O:54])=[CH:16][CH:17]=2)[CH2:10][CH2:11]1. The catalyst class is: 4. (3) Reactant: [C:1]([O:5][C:6]([N:8]1[CH2:12][C@@H:11]([CH2:13][OH:14])[C@H:10]([CH2:15][C:16]2[CH:21]=[CH:20][CH:19]=[CH:18][CH:17]=2)[CH2:9]1)=[O:7])([CH3:4])([CH3:3])[CH3:2].CC(OI1(OC(C)=O)(OC(C)=O)OC(=O)C2C=CC=CC1=2)=O. Product: [C:1]([O:5][C:6]([N:8]1[CH2:12][C@@H:11]([CH:13]=[O:14])[C@H:10]([CH2:15][C:16]2[CH:17]=[CH:18][CH:19]=[CH:20][CH:21]=2)[CH2:9]1)=[O:7])([CH3:4])([CH3:2])[CH3:3]. The catalyst class is: 158. (4) Reactant: [CH3:1][NH:2][CH:3]1[CH2:11][CH2:10][C:9]2[N:5]([C:6]3[CH:15]=[CH:14][CH:13]=[N:12][C:7]=3[CH:8]=2)[CH2:4]1.C(N(CC)CC)C.[F:23][C:24]1[CH:29]=[CH:28][C:27]([S:30](Cl)(=[O:32])=[O:31])=[CH:26][CH:25]=1. Product: [F:23][C:24]1[CH:29]=[CH:28][C:27]([S:30]([N:2]([CH3:1])[CH:3]2[CH2:11][CH2:10][C:9]3[N:5]([C:6]4[CH:15]=[CH:14][CH:13]=[N:12][C:7]=4[CH:8]=3)[CH2:4]2)(=[O:32])=[O:31])=[CH:26][CH:25]=1. The catalyst class is: 2.